This data is from Full USPTO retrosynthesis dataset with 1.9M reactions from patents (1976-2016). The task is: Predict the reactants needed to synthesize the given product. Given the product [CH2:1]([O:3][C:4]([C:6]1[NH:7][C:8]([CH3:12])=[C:9]([C:17]2[CH2:18][CH2:19][N:14]([CH3:13])[CH2:15][CH:16]=2)[C:10]=1[CH3:11])=[O:5])[CH3:2], predict the reactants needed to synthesize it. The reactants are: [CH2:1]([O:3][C:4]([C:6]1[NH:7][C:8]([CH3:12])=[CH:9][C:10]=1[CH3:11])=[O:5])[CH3:2].[CH3:13][N:14]1[CH2:19][CH2:18][C:17](=O)[CH2:16][CH2:15]1.